Dataset: Catalyst prediction with 721,799 reactions and 888 catalyst types from USPTO. Task: Predict which catalyst facilitates the given reaction. (1) Reactant: Cl([O-])(=O)(=O)=O.[Na+].[OH:7][C:8]1[CH:16]=[CH:15][C:11]([C:12]([OH:14])=[O:13])=[CH:10][CH:9]=1.[OH-].[Na+].[I-:19].[Na+].S([O-])([O-])(=O)=S.[Na+].[Na+].Cl. Product: [I:19][C:9]1[CH:10]=[C:11]([CH:15]=[CH:16][C:8]=1[OH:7])[C:12]([OH:14])=[O:13]. The catalyst class is: 5. (2) Reactant: [F:1][C:2]([F:29])([CH2:21][O:22][C:23]1[CH:28]=[CH:27][CH:26]=[CH:25][CH:24]=1)/[CH:3]=[CH:4]/[C@H:5]1[C@H:9]([OH:10])[CH2:8][C@H:7]([OH:11])[C@@H:6]1[CH2:12]/[CH:13]=[CH:14]\[CH2:15][CH2:16][CH2:17][C:18]([OH:20])=[O:19].I[CH2:31][CH2:32][O:33][C:34]1[CH:35]=[C:36]([CH:39]=[CH:40][C:41]=1[CH3:42])[CH:37]=[O:38].C1CCN2C(=NCCC2)CC1. Product: [F:1][C:2]([F:29])([CH2:21][O:22][C:23]1[CH:24]=[CH:25][CH:26]=[CH:27][CH:28]=1)/[CH:3]=[CH:4]/[C@H:5]1[C@H:9]([OH:10])[CH2:8][C@H:7]([OH:11])[C@@H:6]1[CH2:12]/[CH:13]=[CH:14]\[CH2:15][CH2:16][CH2:17][C:18]([O:20][CH2:31][CH2:32][O:33][C:34]1[CH:35]=[C:36]([CH:37]=[O:38])[CH:39]=[CH:40][C:41]=1[CH3:42])=[O:19]. The catalyst class is: 369. (3) Product: [CH3:31][C:29]1[O:28][N:27]=[C:26]([C:23]2[CH:24]=[CH:25][C:20]([OH:19])=[CH:21][CH:22]=2)[CH:30]=1. Reactant: C(S)CCCCCCCCCCC.[Al+3].[Cl-].[Cl-].[Cl-].C[O:19][C:20]1[CH:25]=[CH:24][C:23]([C:26]2[CH:30]=[C:29]([CH3:31])[O:28][N:27]=2)=[CH:22][CH:21]=1. The catalyst class is: 11. (4) Reactant: Br[C:2]1[CH:3]=[C:4]2[C:9](=[C:10]([F:12])[CH:11]=1)[N:8]1[C:13]([CH3:16])=[N:14][N:15]=[C:7]1[CH2:6][CH2:5]2.[Li]CCCC.CCCCCC.[B:28](OC(C)C)([O:33]C(C)C)[O:29]C(C)C. Product: [F:12][C:10]1[CH:11]=[C:2]([B:28]([OH:33])[OH:29])[CH:3]=[C:4]2[C:9]=1[N:8]1[C:13]([CH3:16])=[N:14][N:15]=[C:7]1[CH2:6][CH2:5]2. The catalyst class is: 1. (5) Reactant: N1(C2C=CC=CN=2)CCCC1.Cl[C:13]([O:15][CH2:16][CH2:17][CH2:18][CH3:19])=[O:14].[N:20]1([CH2:25][C:26]2[CH:31]=[CH:30][C:29]([C:32]3[CH:37]=[C:36]([CH2:38][CH:39]([CH3:41])[CH3:40])[CH:35]=[CH:34][C:33]=3[S:42]([NH:45]C(C)(C)C)(=[O:44])=[O:43])=[CH:28][CH:27]=2)[CH:24]=[CH:23][N:22]=[CH:21]1. Product: [CH2:16]([O:15][C:13]([NH:45][S:42]([C:33]1[CH:34]=[CH:35][C:36]([CH2:38][CH:39]([CH3:41])[CH3:40])=[CH:37][C:32]=1[C:29]1[CH:30]=[CH:31][C:26]([CH2:25][N:20]2[CH:24]=[CH:23][N:22]=[CH:21]2)=[CH:27][CH:28]=1)(=[O:43])=[O:44])=[O:14])[CH2:17][CH2:18][CH3:19]. The catalyst class is: 17. (6) Reactant: [CH3:1][CH:2]([C:6]1[C:10]([C:11]([O:13][CH2:14][CH3:15])=[O:12])=[CH:9][NH:8][N:7]=1)[CH2:3][CH2:4][CH3:5].Cl[C:17]1[CH:22]=[CH:21][C:20]([C:23]([F:26])([F:25])[F:24])=[CH:19][N:18]=1.C(=O)([O-])[O-].[K+].[K+].Cl. Product: [CH3:1][CH:2]([C:6]1[C:10]([C:11]([O:13][CH2:14][CH3:15])=[O:12])=[CH:9][N:8]([C:17]2[CH:22]=[CH:21][C:20]([C:23]([F:26])([F:25])[F:24])=[CH:19][N:18]=2)[N:7]=1)[CH2:3][CH2:4][CH3:5]. The catalyst class is: 9. (7) Reactant: [Br:1][C:2]1[C:3]([CH3:18])=[C:4]([C:14]([OH:17])=[CH:15][CH:16]=1)[C:5]([NH:7][C:8]1[CH:13]=[CH:12][CH:11]=[CH:10][CH:9]=1)=[O:6].Cl[C:20](OCC)=[O:21]. Product: [Br:1][C:2]1[CH:16]=[CH:15][C:14]2[O:17][C:20](=[O:21])[N:7]([C:8]3[CH:13]=[CH:12][CH:11]=[CH:10][CH:9]=3)[C:5](=[O:6])[C:4]=2[C:3]=1[CH3:18]. The catalyst class is: 436. (8) The catalyst class is: 21. Product: [F:1][C:2]1[CH:3]=[C:4]([C:9]2[C:17]3[CH2:16][C:15](=[O:18])[CH2:14][CH2:13][C:12]=3[N:11]([C:19]([NH:21][C@@H:22]([C:27]([CH3:30])([CH3:29])[CH3:28])[C:23]([NH:25][CH3:26])=[O:24])=[O:20])[N:10]=2)[CH:5]=[CH:6][C:7]=1[F:8]. Reactant: [F:1][C:2]1[CH:3]=[C:4]([C:9]2[C:17]3[CH2:16][CH:15]([OH:18])[CH2:14][CH2:13][C:12]=3[N:11]([C:19]([NH:21][C@@H:22]([C:27]([CH3:30])([CH3:29])[CH3:28])[C:23]([NH:25][CH3:26])=[O:24])=[O:20])[N:10]=2)[CH:5]=[CH:6][C:7]=1[F:8].FC1C=C(C2C3CC4(OCCO4)CCC=3N(C(N[C@@H](C(C)(C)C)C(NC)=O)=O)N=2)C=CC=1F.C1(C)C=CC(S(O)(=O)=O)=CC=1.O.